Dataset: Reaction yield outcomes from USPTO patents with 853,638 reactions. Task: Predict the reaction yield, written as a fraction of the theoretical maximum amount of product (1.0 means a 100% yield; for example, 0.34 means a 34% yield). (1) The reactants are Cl.[CH3:2][O:3][C:4]1[CH:5]=[C:6]([NH:10][NH2:11])[CH:7]=[CH:8][CH:9]=1.[C:12]([CH2:18][C:19]#[N:20])(=O)[C:13]([CH3:16])([CH3:15])[CH3:14]. The catalyst is C1(C)C=CC=CC=1. The product is [C:13]([C:12]1[CH:18]=[C:19]([NH2:20])[N:10]([C:6]2[CH:7]=[CH:8][CH:9]=[C:4]([O:3][CH3:2])[CH:5]=2)[N:11]=1)([CH3:16])([CH3:15])[CH3:14]. The yield is 0.890. (2) The reactants are [NH2:1][C:2]1[CH:10]=[CH:9][C:8]([I:11])=[CH:7][C:3]=1[C:4](O)=[O:5].C(O)(=O)C.[CH:16](N)=[NH:17]. The product is [I:11][C:8]1[CH:7]=[C:3]2[C:2](=[CH:10][CH:9]=1)[N:1]=[CH:16][NH:17][C:4]2=[O:5]. The yield is 0.998. The catalyst is C(O)(=O)C. (3) The reactants are [Cl:1][C:2]1[CH:17]=[C:16]([F:18])[CH:15]=[CH:14][C:3]=1[CH2:4][O:5][C:6]1[CH:13]=[CH:12][C:9]([CH:10]=O)=[CH:8][CH:7]=1.[C:19]12([NH2:29])[CH2:28][CH:23]3[CH2:24][CH:25]([CH2:27][CH:21]([CH2:22]3)[CH2:20]1)[CH2:26]2. No catalyst specified. The product is [C:19]12([NH:29][CH2:10][C:9]3[CH:12]=[CH:13][C:6]([O:5][CH2:4][C:3]4[CH:14]=[CH:15][C:16]([F:18])=[CH:17][C:2]=4[Cl:1])=[CH:7][CH:8]=3)[CH2:26][CH:25]3[CH2:24][CH:23]([CH2:22][CH:21]([CH2:27]3)[CH2:20]1)[CH2:28]2. The yield is 0.690.